From a dataset of Full USPTO retrosynthesis dataset with 1.9M reactions from patents (1976-2016). Predict the reactants needed to synthesize the given product. (1) Given the product [C:23]([O:27][C:28]([NH:30][CH:31]([CH2:34][O:35][Si:36]([C:49]([CH3:52])([CH3:51])[CH3:50])([C:37]1[CH:38]=[CH:39][CH:40]=[CH:41][CH:42]=1)[C:43]1[CH:44]=[CH:45][CH:46]=[CH:47][CH:48]=1)[CH:32]=[O:33])=[O:29])([CH3:26])([CH3:24])[CH3:25], predict the reactants needed to synthesize it. The reactants are: CC(OI1(OC(C)=O)(OC(C)=O)OC(=O)C2C=CC=CC1=2)=O.[C:23]([O:27][C:28]([NH:30][CH:31]([CH2:34][O:35][Si:36]([C:49]([CH3:52])([CH3:51])[CH3:50])([C:43]1[CH:48]=[CH:47][CH:46]=[CH:45][CH:44]=1)[C:37]1[CH:42]=[CH:41][CH:40]=[CH:39][CH:38]=1)[CH2:32][OH:33])=[O:29])([CH3:26])([CH3:25])[CH3:24].C(=O)(O)[O-].[Na+].S([O-])([O-])=O.[Na+].[Na+]. (2) Given the product [CH2:1]([N:5]1[CH2:8][CH:7]([C:9]2[N:14]=[CH:13][C:12]([NH:15][S:16]([C:19]3[CH:24]=[CH:23][C:22]([O:25][C:26]([F:28])([F:29])[F:27])=[CH:21][CH:20]=3)(=[O:18])=[O:17])=[CH:11][CH:10]=2)[CH2:6]1)[CH2:2][CH3:3], predict the reactants needed to synthesize it. The reactants are: [C:1]([N:5]1[CH2:8][CH:7]([C:9]2[N:14]=[CH:13][C:12]([NH:15][S:16]([C:19]3[CH:24]=[CH:23][C:22]([O:25][C:26]([F:29])([F:28])[F:27])=[CH:21][CH:20]=3)(=[O:18])=[O:17])=[CH:11][CH:10]=2)[CH2:6]1)(=O)[CH2:2][CH3:3].B.C1COCC1. (3) Given the product [NH:1]1[C:9]2[C:4](=[CH:5][CH:6]=[CH:7][CH:8]=2)[C:3]([CH2:10][N:11]2[CH2:15][CH2:14][C:13]3([CH2:19][CH2:18][N:17]([C:31]4[CH:36]=[C:35]([C:37]([F:40])([F:39])[F:38])[N:34]=[CH:33][N:32]=4)[CH2:16]3)[C:12]2=[O:20])=[CH:2]1, predict the reactants needed to synthesize it. The reactants are: [NH:1]1[C:9]2[C:4](=[CH:5][CH:6]=[CH:7][CH:8]=2)[C:3]([CH2:10][N:11]2[CH2:15][CH2:14][C:13]3([CH2:19][CH2:18][NH:17][CH2:16]3)[C:12]2=[O:20])=[CH:2]1.CCN(C(C)C)C(C)C.Cl[C:31]1[CH:36]=[C:35]([C:37]([F:40])([F:39])[F:38])[N:34]=[CH:33][N:32]=1. (4) Given the product [O:1]=[C:2]1[N:6]([C:7]2[CH:14]=[CH:13][C:10]([C:11]#[N:12])=[C:9]([C:15]([F:18])([F:16])[F:17])[CH:8]=2)[C@@H:5]2[CH2:19][CH2:20][CH2:21][CH2:22][C@H:4]2[N:3]1[C:24]1[CH:29]=[CH:28][N:27]=[C:26]([C:30]([F:33])([F:32])[F:31])[CH:25]=1, predict the reactants needed to synthesize it. The reactants are: [O:1]=[C:2]1[N:6]([C:7]2[CH:14]=[CH:13][C:10]([C:11]#[N:12])=[C:9]([C:15]([F:18])([F:17])[F:16])[CH:8]=2)[C@@H:5]2[CH2:19][CH2:20][CH2:21][CH2:22][C@H:4]2[NH:3]1.I[C:24]1[CH:29]=[CH:28][N:27]=[C:26]([C:30]([F:33])([F:32])[F:31])[CH:25]=1. (5) Given the product [F:48][C:45]([F:46])([F:47])[C:44]([N:40]1[CH2:39][C:38]2([CH2:37][CH2:36][N:35]([CH2:34][C:31]3[S:32][CH:33]=[C:29]([CH2:28][CH2:27][OH:26])[CH:30]=3)[CH2:51][CH2:50]2)[O:43][CH2:42][CH2:41]1)=[O:49], predict the reactants needed to synthesize it. The reactants are: CCCC[N+](CCCC)(CCCC)CCCC.[F-].[Si]([O:26][CH2:27][CH2:28][C:29]1[CH:30]=[C:31]([CH2:34][N:35]2[CH2:51][CH2:50][C:38]3([O:43][CH2:42][CH2:41][N:40]([C:44](=[O:49])[C:45]([F:48])([F:47])[F:46])[CH2:39]3)[CH2:37][CH2:36]2)[S:32][CH:33]=1)(C(C)(C)C)(C)C.